This data is from TCR-epitope binding with 47,182 pairs between 192 epitopes and 23,139 TCRs. The task is: Binary Classification. Given a T-cell receptor sequence (or CDR3 region) and an epitope sequence, predict whether binding occurs between them. The epitope is NLNESLIDL. The TCR CDR3 sequence is CASSPGQGNIQYF. Result: 0 (the TCR does not bind to the epitope).